This data is from Forward reaction prediction with 1.9M reactions from USPTO patents (1976-2016). The task is: Predict the product of the given reaction. (1) Given the reactants [Li+].[Cl-].I[C:4]1[CH:9]=[C:8]([Si:10]([CH3:13])([CH3:12])[CH3:11])[N:7]=[C:6]([O:14][CH3:15])[C:5]=1[CH2:16][O:17][CH2:18][O:19][CH3:20].C([Sn](CCCC)(CCCC)/[C:26](/[CH2:33][CH3:34])=[CH:27]/[C:28]([O:30][CH2:31][CH3:32])=[O:29])CCC, predict the reaction product. The product is: [CH2:31]([O:30][C:28](=[O:29])[CH:27]=[C:26]([C:4]1[CH:9]=[C:8]([Si:10]([CH3:13])([CH3:12])[CH3:11])[N:7]=[C:6]([O:14][CH3:15])[C:5]=1[CH2:16][O:17][CH2:18][O:19][CH3:20])[CH2:33][CH3:34])[CH3:32]. (2) Given the reactants [C:1]([NH:9][C:10](=[O:20])[NH:11][CH2:12][CH2:13][CH2:14][CH2:15][CH2:16][C:17](O)=[O:18])(=[O:8])[C:2]1[CH:7]=[CH:6][CH:5]=[CH:4][CH:3]=1.F[P-](F)(F)(F)(F)F.[N:28]1([O:37][P+](N(C)C)(N(C)C)N(C)C)C2C=CC=CC=2N=N1.C(N(CC)C(C)C)(C)C.NO.Cl, predict the reaction product. The product is: [OH:37][NH:28][C:17](=[O:18])[CH2:16][CH2:15][CH2:14][CH2:13][CH2:12][NH:11][C:10]([NH:9][C:1](=[O:8])[C:2]1[CH:7]=[CH:6][CH:5]=[CH:4][CH:3]=1)=[O:20].